From a dataset of Reaction yield outcomes from USPTO patents with 853,638 reactions. Predict the reaction yield, written as a fraction of the theoretical maximum amount of product (1.0 means a 100% yield; for example, 0.34 means a 34% yield). (1) The reactants are Cl.[NH2:2][CH2:3][C:4]#[N:5].[Br:6][C:7]1[CH:8]=[C:9]([S:13](Cl)(=[O:15])=[O:14])[CH:10]=[CH:11][CH:12]=1. The catalyst is N1C=CC=CC=1. The product is [Br:6][C:7]1[CH:8]=[C:9]([S:13]([NH:5][CH2:4][C:3]#[N:2])(=[O:15])=[O:14])[CH:10]=[CH:11][CH:12]=1. The yield is 0.410. (2) The reactants are [C:1]([O:5][C:6](=[O:19])[N:7]([CH3:18])[CH2:8][C:9]1[CH:14]=[CH:13][CH:12]=[CH:11][C:10]=1[N+:15]([O-])=O)([CH3:4])([CH3:3])[CH3:2]. The catalyst is CO.[Pd]. The product is [C:1]([O:5][C:6](=[O:19])[N:7]([CH3:18])[CH2:8][C:9]1[CH:14]=[CH:13][CH:12]=[CH:11][C:10]=1[NH2:15])([CH3:4])([CH3:3])[CH3:2]. The yield is 0.910. (3) The product is [CH:1]1([C:4]2[CH:5]=[C:6]([I:19])[C:7]([F:10])=[N:8][CH:9]=2)[CH2:3][CH2:2]1. The reactants are [CH:1]1([C:4]2[CH:5]=[CH:6][C:7]([F:10])=[N:8][CH:9]=2)[CH2:3][CH2:2]1.C([N-]C(C)C)(C)C.[Li+].[I:19]I.S([O-])([O-])(=O)=S.[Na+].[Na+]. The yield is 0.680. The catalyst is C1COCC1.O. (4) The reactants are [NH2:1][CH:2]1[CH2:7][CH2:6][CH2:5][N:4]([C:8]2[CH:9]=[N:10][C:11]([O:17][C:18]3[CH:23]=[CH:22][C:21]([O:24][C:25]4[CH:30]=[CH:29][CH:28]=[C:27]([F:31])[CH:26]=4)=[CH:20][CH:19]=3)=[C:12]([C:14]([NH2:16])=[O:15])[CH:13]=2)[CH2:3]1.C(N(CC)C(C)C)(C)C.[C:41](Cl)(=[O:44])[CH:42]=[CH2:43]. The catalyst is C(Cl)Cl. The product is [C:41]([NH:1][CH:2]1[CH2:7][CH2:6][CH2:5][N:4]([C:8]2[CH:9]=[N:10][C:11]([O:17][C:18]3[CH:19]=[CH:20][C:21]([O:24][C:25]4[CH:30]=[CH:29][CH:28]=[C:27]([F:31])[CH:26]=4)=[CH:22][CH:23]=3)=[C:12]([C:14]([NH2:16])=[O:15])[CH:13]=2)[CH2:3]1)(=[O:44])[CH:42]=[CH2:43]. The yield is 0.149. (5) The reactants are [OH:1][CH2:2][C:3]([C:5]1[CH:10]=[CH:9][C:8]([O:11][CH3:12])=[CH:7][CH:6]=1)=O.[C:13](#[N:17])[CH2:14][C:15]#[N:16].C(NCC)C.O. The catalyst is CN(C=O)C. The product is [NH2:17][C:13]1[O:1][CH:2]=[C:3]([C:5]2[CH:10]=[CH:9][C:8]([O:11][CH3:12])=[CH:7][CH:6]=2)[C:14]=1[C:15]#[N:16]. The yield is 0.870. (6) The reactants are [Cl-].O[NH3+:3].[C:4](=[O:7])([O-])[OH:5].[Na+].[CH:9]([O:12][C:13]1[CH:18]=[CH:17][C:16]([N:19]2[C:24](=[O:25])[C:23]([CH2:26][C:27]3[CH:32]=[CH:31][C:30]([C:33]4[C:34]([C:39]#[N:40])=[CH:35][CH:36]=[CH:37][CH:38]=4)=[CH:29][CH:28]=3)=[C:22]([CH2:41][CH2:42][CH3:43])[N:21]=[C:20]2[CH3:44])=[CH:15][CH:14]=1)([CH3:11])[CH3:10].O. The catalyst is CS(C)=O. The product is [CH:9]([O:12][C:13]1[CH:14]=[CH:15][C:16]([N:19]2[C:24](=[O:25])[C:23]([CH2:26][C:27]3[CH:32]=[CH:31][C:30]([C:33]4[CH:38]=[CH:37][CH:36]=[CH:35][C:34]=4[C:39]4[NH:3][C:4](=[O:7])[O:5][N:40]=4)=[CH:29][CH:28]=3)=[C:22]([CH2:41][CH2:42][CH3:43])[N:21]=[C:20]2[CH3:44])=[CH:17][CH:18]=1)([CH3:11])[CH3:10]. The yield is 0.850. (7) The reactants are C(OC(=O)[NH:7][C:8]1[O:9][CH2:10][C:11]([F:33])([F:32])[C@:12]([C@H:15]2[CH2:17][C@@H:16]2[C:18](=[O:31])[NH:19][C:20]2[CH:21]=[CH:22][CH:23]=[C:24]3[C:29]=2[N:28]=[CH:27][C:26]([Cl:30])=[CH:25]3)([CH3:14])[N:13]=1)(C)(C)C.FC(F)(F)C(O)=O. The catalyst is ClCCl. The product is [Cl:30][C:26]1[CH:27]=[N:28][C:29]2[C:24]([CH:25]=1)=[CH:23][CH:22]=[CH:21][C:20]=2[NH:19][C:18]([C@H:16]1[CH2:17][C@@H:15]1[C@:12]1([CH3:14])[C:11]([F:32])([F:33])[CH2:10][O:9][C:8]([NH2:7])=[N:13]1)=[O:31]. The yield is 0.990.